Dataset: Full USPTO retrosynthesis dataset with 1.9M reactions from patents (1976-2016). Task: Predict the reactants needed to synthesize the given product. (1) Given the product [OH:26][CH2:25][CH2:24][N:23]([CH2:27][CH2:28][OH:29])[C:1](=[O:7])[CH2:2][CH2:3][C:4]#[CH:5], predict the reactants needed to synthesize it. The reactants are: [C:1]([OH:7])(=O)[CH2:2][CH2:3][C:4]#[CH:5].CN1CCOCC1.ClC(OCC(C)C)=O.[NH:23]([CH2:27][CH2:28][OH:29])[CH2:24][CH2:25][OH:26]. (2) The reactants are: [Cl:1][C:2]1[CH:3]=[C:4]([C:9]2[CH:14]=[C:13]([C:15]([F:18])([F:17])[F:16])[N:12]=[C:11]([N:19]3[CH:23]=[C:22](I)[N:21]=[CH:20]3)[N:10]=2)[CH:5]=[CH:6][C:7]=1[Cl:8].[C:25]([NH:29][S:30]([C:33]1[CH:38]=[CH:37][C:36](B(O)O)=[CH:35][CH:34]=1)(=[O:32])=[O:31])([CH3:28])([CH3:27])[CH3:26]. Given the product [C:25]([NH:29][S:30]([C:33]1[CH:38]=[CH:37][C:36]([C:22]2[N:21]=[CH:20][N:19]([C:11]3[N:12]=[C:13]([C:15]([F:18])([F:17])[F:16])[CH:14]=[C:9]([C:4]4[CH:5]=[CH:6][C:7]([Cl:8])=[C:2]([Cl:1])[CH:3]=4)[N:10]=3)[CH:23]=2)=[CH:35][CH:34]=1)(=[O:32])=[O:31])([CH3:28])([CH3:26])[CH3:27], predict the reactants needed to synthesize it. (3) Given the product [F:31][C:30]1[CH:29]=[CH:28][C:27]([OH:32])=[CH:26][C:25]=1[NH:24][C:6](=[O:23])[CH:7]([CH2:11][C:12]1[CH:13]=[CH:14][C:15]([N:18]2[CH:22]=[CH:21][CH:20]=[N:19]2)=[CH:16][CH:17]=1)[C:8](=[O:10])[CH3:9], predict the reactants needed to synthesize it. The reactants are: C(S[C:6](=[O:23])[CH:7]([CH2:11][C:12]1[CH:17]=[CH:16][C:15]([N:18]2[CH:22]=[CH:21][CH:20]=[N:19]2)=[CH:14][CH:13]=1)[C:8](=[O:10])[CH3:9])(C)(C)C.[NH2:24][C:25]1[CH:26]=[C:27]([OH:32])[CH:28]=[CH:29][C:30]=1[F:31]. (4) Given the product [Br:20][C:13]1[S:12][C:11]([C:8]2[CH:7]=[CH:6][C:5]([C:1]([CH3:4])([CH3:2])[CH3:3])=[CH:10][CH:9]=2)=[C:15]([OH:16])[C:14]=1[C:17]([CH3:19])=[O:18], predict the reactants needed to synthesize it. The reactants are: [C:1]([C:5]1[CH:10]=[CH:9][C:8]([C:11]2[S:12][CH:13]=[C:14]([C:17]([CH3:19])=[O:18])[C:15]=2[OH:16])=[CH:7][CH:6]=1)([CH3:4])([CH3:3])[CH3:2].[Br:20]N1C(=O)CCC1=O.O. (5) The reactants are: [Cl:1][C:2]1[CH:7]=[C:6]([I:8])[CH:5]=[CH:4][C:3]=1[NH:9][C:10]1[N:15]([CH3:16])[C:14](=[O:17])[C:13]2[CH2:18][CH2:19][CH2:20][C:12]=2[C:11]=1[C:21](OCC)=[O:22].[Si:26]([O:33][CH2:34][CH2:35][O:36][NH2:37])([C:29]([CH3:32])([CH3:31])[CH3:30])([CH3:28])[CH3:27].[Li+].C[Si]([N-][Si](C)(C)C)(C)C. Given the product [Si:26]([O:33][CH2:34][CH2:35][O:36][NH:37][C:21]([C:11]1[C:12]2[CH2:20][CH2:19][CH2:18][C:13]=2[C:14](=[O:17])[N:15]([CH3:16])[C:10]=1[NH:9][C:3]1[CH:4]=[CH:5][C:6]([I:8])=[CH:7][C:2]=1[Cl:1])=[O:22])([C:29]([CH3:32])([CH3:31])[CH3:30])([CH3:28])[CH3:27], predict the reactants needed to synthesize it. (6) Given the product [Cl:18][C:13]1[CH:14]=[CH:15][CH:16]=[CH:17][C:12]=1[CH2:11][C:8]1[S:7][C:6]([NH:5][C:3](=[O:4])[CH:2]([N:25]2[CH2:30][CH2:29][O:28][CH2:27][CH2:26]2)[C:19]2[CH:24]=[CH:23][CH:22]=[CH:21][CH:20]=2)=[N:10][CH:9]=1, predict the reactants needed to synthesize it. The reactants are: Br[CH:2]([C:19]1[CH:24]=[CH:23][CH:22]=[CH:21][CH:20]=1)[C:3]([NH:5][C:6]1[S:7][C:8]([CH2:11][C:12]2[CH:17]=[CH:16][CH:15]=[CH:14][C:13]=2[Cl:18])=[CH:9][N:10]=1)=[O:4].[NH:25]1[CH2:30][CH2:29][O:28][CH2:27][CH2:26]1.